From a dataset of Reaction yield outcomes from USPTO patents with 853,638 reactions. Predict the reaction yield, written as a fraction of the theoretical maximum amount of product (1.0 means a 100% yield; for example, 0.34 means a 34% yield). (1) The reactants are C[O:2][CH2:3][C@H:4]([CH3:33])[O:5][C:6]1[CH:7]=[C:8]([C:23]2[NH:27][C:26]([C:28]3[S:29][CH:30]=[CH:31][N:32]=3)=[CH:25][CH:24]=2)[CH:9]=[C:10]([O:12][C:13]2[CH:18]=[CH:17][C:16]([S:19]([CH3:22])(=[O:21])=[O:20])=[CH:15][CH:14]=2)[CH:11]=1.B(Br)(Br)Br.ClCCl.C(=O)([O-])O.[Na+].C(OCC)(=O)C. The catalyst is ClCCl. The product is [CH3:22][S:19]([C:16]1[CH:15]=[CH:14][C:13]([O:12][C:10]2[CH:11]=[C:6]([CH:7]=[C:8]([C:23]3[NH:27][C:26]([C:28]4[S:29][CH:30]=[CH:31][N:32]=4)=[CH:25][CH:24]=3)[CH:9]=2)[O:5][C@@H:4]([CH3:33])[CH2:3][OH:2])=[CH:18][CH:17]=1)(=[O:21])=[O:20]. The yield is 0.610. (2) The product is [Cl:1][C:2]1[CH:7]=[CH:6][C:5]([O:8][C:9]2[CH:10]=[CH:11][C:12]([CH2:15][S:16][C:17]3[NH:18][CH:19]=[C:20]([CH2:24][N:63]4[CH2:67][CH2:66][CH2:65][CH2:64]4)[C:21](=[O:23])[N:22]=3)=[CH:13][CH:14]=2)=[CH:4][C:3]=1[C:26]([F:29])([F:28])[F:27]. The reactants are [Cl:1][C:2]1[CH:7]=[CH:6][C:5]([O:8][C:9]2[CH:14]=[CH:13][C:12]([CH2:15][S:16][C:17]3[NH:18][CH:19]=[C:20]([CH2:24]O)[C:21](=[O:23])[N:22]=3)=[CH:11][CH:10]=2)=[CH:4][C:3]=1[C:26]([F:29])([F:28])[F:27].CC(OC(/N=N/C(OC(C)C)=O)=O)C.C1(P(C2C=CC=CC=2)C2C=CC=CC=2)C=CC=CC=1.[NH:63]1[CH2:67][CH2:66][CH2:65][CH2:64]1. The catalyst is CN(C=O)C. The yield is 0.135. (3) The reactants are [CH:1]1([N:6]2[C:11]3[N:12]=[C:13](S(C)=O)[N:14]=[CH:15][C:10]=3[CH:9]=[C:8]([O:19][CH2:20][CH2:21][O:22][CH2:23][CH3:24])[C:7]2=[O:25])[CH2:5][CH2:4][CH2:3][CH2:2]1.[C:26]([O:30][C:31]([N:33]1[CH2:38][CH2:37][N:36]([C:39]2[CH:40]=[N:41][C:42]([NH2:45])=[CH:43][CH:44]=2)[CH2:35][CH2:34]1)=[O:32])([CH3:29])([CH3:28])[CH3:27]. The catalyst is C1(C)C=CC=CC=1.C(Cl)Cl. The product is [C:26]([O:30][C:31]([N:33]1[CH2:38][CH2:37][N:36]([C:39]2[CH:40]=[N:41][C:42]([NH:45][C:13]3[N:14]=[CH:15][C:10]4[CH:9]=[C:8]([O:19][CH2:20][CH2:21][O:22][CH2:23][CH3:24])[C:7](=[O:25])[N:6]([CH:1]5[CH2:5][CH2:4][CH2:3][CH2:2]5)[C:11]=4[N:12]=3)=[CH:43][CH:44]=2)[CH2:35][CH2:34]1)=[O:32])([CH3:29])([CH3:27])[CH3:28]. The yield is 0.220. (4) The reactants are Cl[C:2]1[N:3]([C@@H:15]2[O:21][C@H:20]([CH2:22][OH:23])[C@@H:18]([OH:19])[C@H:16]2O)[C:4]2[C:9]([C:10]=1[C:11]#[N:12])=[CH:8][C:7]([Cl:13])=[C:6]([Cl:14])[CH:5]=2.[OH2:24].[NH2:25][NH2:26]. The catalyst is O. The product is [Cl:13][C:7]1[CH:8]=[C:9]2[C:4](=[CH:5][C:6]=1[Cl:14])[N:3]([C@@H:15]1[O:21][C@H:20]([CH2:22][OH:23])[C@@H:18]([OH:19])[C@H:16]1[OH:24])[C:2]1[NH:25][N:26]=[C:11]([NH2:12])[C:10]2=1. The yield is 0.900. (5) The reactants are Br[C:2]1[C:10]2[C:6](=[N:7][S:8][N:9]=2)[C:5]([Br:11])=[CH:4][CH:3]=1.[CH3:12][C:13]1[C:18](B2OC(C)(C)C(C)(C)O2)=[CH:17][CH:16]=[CH:15][C:14]=1[N:28]1[C:37](=[O:38])[C:36]2[C:31](=[CH:32][CH:33]=[CH:34][CH:35]=2)[N:30]=[CH:29]1.C1(C)C=CC=CC=1.C([O-])([O-])=O.[Na+].[Na+]. The catalyst is CCOC(C)=O.C1C=CC([P]([Pd]([P](C2C=CC=CC=2)(C2C=CC=CC=2)C2C=CC=CC=2)([P](C2C=CC=CC=2)(C2C=CC=CC=2)C2C=CC=CC=2)[P](C2C=CC=CC=2)(C2C=CC=CC=2)C2C=CC=CC=2)(C2C=CC=CC=2)C2C=CC=CC=2)=CC=1.O.CO. The product is [Br:11][C:5]1[C:6]2=[N:7][S:8][N:9]=[C:10]2[C:2]([C:18]2[C:13]([CH3:12])=[C:14]([N:28]3[C:37](=[O:38])[C:36]4[C:31](=[CH:32][CH:33]=[CH:34][CH:35]=4)[N:30]=[CH:29]3)[CH:15]=[CH:16][CH:17]=2)=[CH:3][CH:4]=1. The yield is 0.640.